Dataset: Full USPTO retrosynthesis dataset with 1.9M reactions from patents (1976-2016). Task: Predict the reactants needed to synthesize the given product. (1) Given the product [CH:23]1([C:4]2[CH:5]=[C:6]([CH3:22])[C:7](=[O:21])[N:8]([CH2:9][CH2:10][C:11]3[CH:20]=[CH:19][C:14]([C:15]([O:17][CH3:18])=[O:16])=[CH:13][CH:12]=3)[C:3]=2[CH2:2][N:28]([CH3:27])[C:29]2[CH:34]=[CH:33][CH:32]=[C:31]([C:35]([F:36])([F:37])[F:38])[CH:30]=2)[CH2:25][CH2:24]1, predict the reactants needed to synthesize it. The reactants are: Br[CH2:2][C:3]1[N:8]([CH2:9][CH2:10][C:11]2[CH:20]=[CH:19][C:14]([C:15]([O:17][CH3:18])=[O:16])=[CH:13][CH:12]=2)[C:7](=[O:21])[C:6]([CH3:22])=[CH:5][C:4]=1[CH:23]1[CH2:25][CH2:24]1.Cl.[CH3:27][NH:28][C:29]1[CH:34]=[CH:33][CH:32]=[C:31]([C:35]([F:38])([F:37])[F:36])[CH:30]=1.C(=O)([O-])[O-].[K+].[K+].O. (2) Given the product [F:20][C:15]1[CH:14]=[C:13]([C:6]2[CH:7]=[CH:8][C:3]([C:1]#[N:2])=[CH:4][CH:5]=2)[CH:18]=[CH:17][C:16]=1[OH:19], predict the reactants needed to synthesize it. The reactants are: [C:1]([C:3]1[CH:8]=[CH:7][C:6](B(O)O)=[CH:5][CH:4]=1)#[N:2].Br[C:13]1[CH:18]=[CH:17][C:16]([OH:19])=[C:15]([F:20])[CH:14]=1.O.[O-]P([O-])([O-])=O.[K+].[K+].[K+]. (3) Given the product [F:12][C:4]1[CH:3]=[C:2]([N:16]2[CH2:17][CH2:18][CH:14]([OH:13])[CH2:15]2)[CH:7]=[C:6]([C:8]([F:11])([F:10])[F:9])[CH:5]=1, predict the reactants needed to synthesize it. The reactants are: Br[C:2]1[CH:7]=[C:6]([C:8]([F:11])([F:10])[F:9])[CH:5]=[C:4]([F:12])[CH:3]=1.[OH:13][CH:14]1[CH2:18][CH2:17][NH:16][CH2:15]1.C(=O)([O-])[O-].[Cs+].[Cs+]. (4) Given the product [C:27]([C:14]([C@@H:11]1[CH2:12][CH2:13][NH:9][CH2:10]1)([C:21]1[CH:22]=[CH:23][CH:24]=[CH:25][CH:26]=1)[C:15]1[CH:20]=[CH:19][CH:18]=[CH:17][CH:16]=1)#[N:28], predict the reactants needed to synthesize it. The reactants are: Cl.C([N:9]1[CH2:13][CH2:12][C@@H:11]([C:14]([C:27]#[N:28])([C:21]2[CH:26]=[CH:25][CH:24]=[CH:23][CH:22]=2)[C:15]2[CH:20]=[CH:19][CH:18]=[CH:17][CH:16]=2)[CH2:10]1)C1C=CC=CC=1.C([O-])=O.[NH4+].O. (5) Given the product [OH:18][CH2:19][CH2:20][O:21][C:4]1[C:3]([CH3:10])=[CH:2][CH:9]=[CH:8][C:5]=1[CH:6]=[O:7], predict the reactants needed to synthesize it. The reactants are: O[C:2]1[CH:9]=[CH:8][C:5]([CH:6]=[O:7])=[CH:4][C:3]=1[CH3:10].C(=O)([O-])[O-].[K+].[K+].C1(=O)[O:21][CH2:20][CH2:19][O:18]1. (6) Given the product [NH2:1][C@H:2]([C:9]([OH:11])=[O:10])[CH2:3][C:4]1[C:5]2[C:7](=[CH:9][CH:2]=[CH:3][CH:4]=2)[NH:6][CH:5]=1, predict the reactants needed to synthesize it. The reactants are: [NH2:1][C@H:2]([C:9]([OH:11])=[O:10])[CH2:3][C:4]1N=[CH:7][NH:6][CH:5]=1. (7) Given the product [C:14]([O:18][C:19](=[O:25])[NH:20][CH:21]1[CH2:24][N:23]([C:2]2[CH:7]=[C:6]([CH2:8][CH3:9])[C:5]([N+:10]([O-:12])=[O:11])=[CH:4][N:3]=2)[CH2:22]1)([CH3:17])([CH3:15])[CH3:16], predict the reactants needed to synthesize it. The reactants are: Br[C:2]1[CH:7]=[C:6]([CH2:8][CH3:9])[C:5]([N+:10]([O-:12])=[O:11])=[CH:4][N:3]=1.Cl.[C:14]([O:18][C:19](=[O:25])[NH:20][CH:21]1[CH2:24][NH:23][CH2:22]1)([CH3:17])([CH3:16])[CH3:15].C([O-])([O-])=O.[K+].[K+].O.